Dataset: NCI-60 drug combinations with 297,098 pairs across 59 cell lines. Task: Regression. Given two drug SMILES strings and cell line genomic features, predict the synergy score measuring deviation from expected non-interaction effect. (1) Drug 1: COC1=CC(=CC(=C1O)OC)C2C3C(COC3=O)C(C4=CC5=C(C=C24)OCO5)OC6C(C(C7C(O6)COC(O7)C8=CC=CS8)O)O. Drug 2: C1=CC(=CC=C1CC(C(=O)O)N)N(CCCl)CCCl.Cl. Cell line: NCI-H522. Synergy scores: CSS=31.7, Synergy_ZIP=-5.95, Synergy_Bliss=-0.761, Synergy_Loewe=-18.3, Synergy_HSA=3.60. (2) Drug 1: CC1=C(C(CCC1)(C)C)C=CC(=CC=CC(=CC(=O)O)C)C. Drug 2: CC1=C(C(=O)C2=C(C1=O)N3CC4C(C3(C2COC(=O)N)OC)N4)N. Cell line: MDA-MB-435. Synergy scores: CSS=21.1, Synergy_ZIP=-5.86, Synergy_Bliss=-0.148, Synergy_Loewe=-7.82, Synergy_HSA=1.66. (3) Drug 1: CCC1=C2CN3C(=CC4=C(C3=O)COC(=O)C4(CC)O)C2=NC5=C1C=C(C=C5)O. Drug 2: CC12CCC3C(C1CCC2OP(=O)(O)O)CCC4=C3C=CC(=C4)OC(=O)N(CCCl)CCCl.[Na+]. Cell line: K-562. Synergy scores: CSS=44.1, Synergy_ZIP=-4.04, Synergy_Bliss=-7.00, Synergy_Loewe=-4.36, Synergy_HSA=-2.57. (4) Cell line: ACHN. Synergy scores: CSS=24.8, Synergy_ZIP=3.04, Synergy_Bliss=0.0455, Synergy_Loewe=-6.44, Synergy_HSA=2.68. Drug 2: CC=C1C(=O)NC(C(=O)OC2CC(=O)NC(C(=O)NC(CSSCCC=C2)C(=O)N1)C(C)C)C(C)C. Drug 1: C1=CC(=CC=C1CC(C(=O)O)N)N(CCCl)CCCl.Cl. (5) Drug 1: CC(C)CN1C=NC2=C1C3=CC=CC=C3N=C2N. Drug 2: C(CN)CNCCSP(=O)(O)O. Cell line: HOP-92. Synergy scores: CSS=-0.130, Synergy_ZIP=1.02, Synergy_Bliss=1.67, Synergy_Loewe=-2.61, Synergy_HSA=-3.38.